From a dataset of Reaction yield outcomes from USPTO patents with 853,638 reactions. Predict the reaction yield, written as a fraction of the theoretical maximum amount of product (1.0 means a 100% yield; for example, 0.34 means a 34% yield). The reactants are Br.COC(=O)[NH:5][CH2:6][C@H:7]([CH2:12][C:13](=[O:23])N[C@H](C1C=CC=CC=1)C)[CH2:8][CH:9]([CH3:11])[CH3:10].[OH-:25].[Na+]. The catalyst is O. The product is [CH3:11][CH:9]([CH2:8][C@H:7]([CH2:6][NH2:5])[CH2:12][C:13]([OH:23])=[O:25])[CH3:10]. The yield is 0.510.